This data is from TCR-epitope binding with 47,182 pairs between 192 epitopes and 23,139 TCRs. The task is: Binary Classification. Given a T-cell receptor sequence (or CDR3 region) and an epitope sequence, predict whether binding occurs between them. (1) Result: 0 (the TCR does not bind to the epitope). The epitope is DRFYKTLRAEQASQEV. The TCR CDR3 sequence is CARRQGAGQPQHF. (2) The epitope is YLNTLTLAV. The TCR CDR3 sequence is CASSLGGIGDYGYTF. Result: 1 (the TCR binds to the epitope). (3) The epitope is FVDGVPFVV. The TCR CDR3 sequence is CASSEPIATNEKLFF. Result: 1 (the TCR binds to the epitope). (4) The epitope is YVLDHLIVV. The TCR CDR3 sequence is CASSQDRATQETQYF. Result: 0 (the TCR does not bind to the epitope). (5) The TCR CDR3 sequence is CASSQGTGVTEAFF. Result: 1 (the TCR binds to the epitope). The epitope is KLMNIQQKL. (6) The epitope is RLRAEAQVK. The TCR CDR3 sequence is CATSTGDSNQPQHF. Result: 1 (the TCR binds to the epitope). (7) The epitope is LLFNKVTLA. The TCR CDR3 sequence is CASSTWTVAQGNEQFF. Result: 1 (the TCR binds to the epitope). (8) The epitope is LLDFVRFMGV. The TCR CDR3 sequence is CASSLPGLQYF. Result: 0 (the TCR does not bind to the epitope).